From a dataset of NCI-60 drug combinations with 297,098 pairs across 59 cell lines. Regression. Given two drug SMILES strings and cell line genomic features, predict the synergy score measuring deviation from expected non-interaction effect. (1) Drug 1: CC=C1C(=O)NC(C(=O)OC2CC(=O)NC(C(=O)NC(CSSCCC=C2)C(=O)N1)C(C)C)C(C)C. Drug 2: C1=NC2=C(N1)C(=S)N=CN2. Cell line: MDA-MB-435. Synergy scores: CSS=41.2, Synergy_ZIP=-0.611, Synergy_Bliss=-2.08, Synergy_Loewe=-0.913, Synergy_HSA=-2.53. (2) Drug 1: C1CC(C1)(C(=O)O)C(=O)O.[NH2-].[NH2-].[Pt+2]. Drug 2: C1CCC(C(C1)N)N.C(=O)(C(=O)[O-])[O-].[Pt+4]. Cell line: OVCAR-8. Synergy scores: CSS=31.2, Synergy_ZIP=-12.9, Synergy_Bliss=-3.64, Synergy_Loewe=-9.82, Synergy_HSA=-0.375. (3) Drug 1: C1CCN(CC1)CCOC2=CC=C(C=C2)C(=O)C3=C(SC4=C3C=CC(=C4)O)C5=CC=C(C=C5)O. Drug 2: CN1CCC(CC1)COC2=C(C=C3C(=C2)N=CN=C3NC4=C(C=C(C=C4)Br)F)OC. Cell line: SN12C. Synergy scores: CSS=13.9, Synergy_ZIP=-3.91, Synergy_Bliss=4.18, Synergy_Loewe=-0.252, Synergy_HSA=3.69. (4) Drug 1: CC1CCC2CC(C(=CC=CC=CC(CC(C(=O)C(C(C(=CC(C(=O)CC(OC(=O)C3CCCCN3C(=O)C(=O)C1(O2)O)C(C)CC4CCC(C(C4)OC)O)C)C)O)OC)C)C)C)OC. Drug 2: C1C(C(OC1N2C=NC3=C2NC=NCC3O)CO)O. Cell line: T-47D. Synergy scores: CSS=30.0, Synergy_ZIP=0.832, Synergy_Bliss=4.42, Synergy_Loewe=-12.3, Synergy_HSA=5.26.